This data is from Catalyst prediction with 721,799 reactions and 888 catalyst types from USPTO. The task is: Predict which catalyst facilitates the given reaction. Reactant: [NH2:1][C:2]1[CH:3]=[C:4]([OH:9])[CH:5]=[CH:6][C:7]=1[CH3:8].C(=O)([O-])O.[Na+].[C:15]([C:17]([C:20]1[CH:21]=[C:22]([CH:26]=[CH:27][CH:28]=1)[C:23](Cl)=[O:24])([CH3:19])[CH3:18])#[N:16]. Product: [C:15]([C:17]([C:20]1[CH:21]=[C:22]([CH:26]=[CH:27][CH:28]=1)[C:23]([NH:1][C:2]1[CH:3]=[C:4]([OH:9])[CH:5]=[CH:6][C:7]=1[CH3:8])=[O:24])([CH3:19])[CH3:18])#[N:16]. The catalyst class is: 7.